Dataset: Experimentally validated miRNA-target interactions with 360,000+ pairs, plus equal number of negative samples. Task: Binary Classification. Given a miRNA mature sequence and a target amino acid sequence, predict their likelihood of interaction. (1) The miRNA is mmu-miR-466o-5p with sequence UGAUGUGUGUGUACAUGUACAU. Result: 0 (no interaction). The protein sequence of the target gene is MALPPGPAALRHTLLLLPALLSSGWGELEPQIDGQTWAERALRENERHAFTCRVAGGPGTPRLAWYLDGQLQEASTSRLLSVGGEAFSGGTSTFTVTAHRAQHELNCSLQDPRSGRSANASVILNVQFKPEIAQVGAKYQEAQGPGLLVVLFALVRANPPANVTWIDQDGPVTVNTSDFLVLDAQNYPWLTNHTVQLQLRSLAHNLSVVATNDVGVTSASLPAPGLLATRVEVPLLGIVVAAGLALGTLVGFSTLVACLVCRKEKKTKGPSRHPSLISSDSNNLKLNNVRLPRENMSLPS.... (2) The miRNA is hsa-miR-5699-3p with sequence UCCUGUCUUUCCUUGUUGGAGC. The protein sequence of the target gene is MSDSGEQNYGERESRSASRSGSAHGSGKSARHTPARSRSKEDSRRSRSKSRSRSESRSRSRRSSRRHYTRSRSRSRSHRRSRSRSYSRDYRRRHSHSHSPMSTRRRHVGNRANPDPNCCLGVFGLSLYTTERDLREVFSKYGPIADVSIVYDQQSRRSRGFAFVYFENVDDAKEAKERANGMELDGRRIRVDFSITKRPHTPTPGIYMGRPTYGSSRRRDYYDRGYDRGYDDRDYYSRSYRGGGGGGGGWRAAQDRDQIYRRRSPSPYYSRGGYRSRSRSRSYSPRRY. Result: 1 (interaction).